This data is from Catalyst prediction with 721,799 reactions and 888 catalyst types from USPTO. The task is: Predict which catalyst facilitates the given reaction. Reactant: [C:1]([C:3]1[C:8]([C:9]([F:12])([F:11])[F:10])=[CH:7][C:6]([NH2:13])=[CH:5][N:4]=1)#[N:2].[C:14](Cl)(Cl)=[S:15]. Product: [N:13]([C:6]1[CH:7]=[C:8]([C:9]([F:12])([F:10])[F:11])[C:3]([C:1]#[N:2])=[N:4][CH:5]=1)=[C:14]=[S:15]. The catalyst class is: 6.